Dataset: Forward reaction prediction with 1.9M reactions from USPTO patents (1976-2016). Task: Predict the product of the given reaction. Given the reactants [Cl:1][C:2]1[CH:7]=[CH:6][C:5]([CH:8](O)[CH:9]([CH3:11])[CH3:10])=[CH:4][C:3]=1[C:13]([F:16])([F:15])[F:14].O.C1(C)C=CC(S(O)(=O)=O)=CC=1.O, predict the reaction product. The product is: [Cl:1][C:2]1[CH:7]=[CH:6][C:5]([CH:8]=[C:9]([CH3:11])[CH3:10])=[CH:4][C:3]=1[C:13]([F:14])([F:15])[F:16].